This data is from Full USPTO retrosynthesis dataset with 1.9M reactions from patents (1976-2016). The task is: Predict the reactants needed to synthesize the given product. (1) Given the product [CH3:1][O:2][C:3]1[CH:4]=[C:5]([NH:6][C:17]2[N:22]=[C:21]([O:23][CH2:24][C:25]([F:28])([F:26])[F:27])[C:20]([CH3:29])=[C:19]([CH2:30][O:31][CH2:32][C:33]([F:36])([F:34])[F:35])[N:18]=2)[CH:7]=[CH:8][C:9]=1[N:10]1[CH:14]=[C:13]([CH3:15])[N:12]=[CH:11]1, predict the reactants needed to synthesize it. The reactants are: [CH3:1][O:2][C:3]1[CH:4]=[C:5]([CH:7]=[CH:8][C:9]=1[N:10]1[CH:14]=[C:13]([CH3:15])[N:12]=[CH:11]1)[NH2:6].Cl[C:17]1[N:22]=[C:21]([O:23][CH2:24][C:25]([F:28])([F:27])[F:26])[C:20]([CH3:29])=[C:19]([CH2:30][O:31][CH2:32][C:33]([F:36])([F:35])[F:34])[N:18]=1.C1(P(C2CCCCC2)C2C=CC=CC=2C2C=CC=CC=2)CCCCC1.C(=O)([O-])[O-].[Cs+].[Cs+]. (2) Given the product [O:42]=[C:41]1[NH:40][C:39]2[N:32]=[CH:13][C:12](/[CH:3]=[CH:2]/[C:1]([O:5][CH2:6][CH3:7])=[O:4])=[CH:11][C:10]=2[CH2:9][CH2:8]1, predict the reactants needed to synthesize it. The reactants are: [C:1]([O:5][CH2:6][CH3:7])(=[O:4])[CH:2]=[CH2:3].[CH3:8][C:9]1C=[CH:13][CH:12]=[CH:11][C:10]=1P(C1[CH:13]=[CH:12][CH:11]=[CH:10][C:9]=1[CH3:8])C1[CH:13]=[CH:12][CH:11]=[CH:10][C:9]=1[CH3:8].CC[N:32](C(C)C)C(C)C.[CH3:39][N:40](C)[CH:41]=[O:42].C(#N)CC. (3) The reactants are: [Cl:1][C:2]1[CH:7]=[CH:6][C:5]([CH:8]2[C:13]3[N:14]4[N:19]=[C:18]([CH3:20])[S:17][C:15]4=[N:16][C:12]=3[CH2:11][CH2:10][N:9]2[C:21](=[O:32])[CH2:22][O:23][C:24]2[C:25]([Cl:31])=[N:26][C:27](I)=[CH:28][CH:29]=2)=[C:4]([F:33])[CH:3]=1.[F:34][C:35]1([F:41])[CH2:40][CH2:39][NH:38][CH2:37][CH2:36]1. Given the product [Cl:1][C:2]1[CH:7]=[CH:6][C:5]([CH:8]2[C:13]3[N:14]4[N:19]=[C:18]([CH3:20])[S:17][C:15]4=[N:16][C:12]=3[CH2:11][CH2:10][N:9]2[C:21](=[O:32])[CH2:22][O:23][C:24]2[C:25]([Cl:31])=[N:26][C:27]([N:38]3[CH2:39][CH2:40][C:35]([F:41])([F:34])[CH2:36][CH2:37]3)=[CH:28][CH:29]=2)=[C:4]([F:33])[CH:3]=1, predict the reactants needed to synthesize it. (4) Given the product [OH:15][C:13]1[CH:12]=[CH:11][CH:10]=[C:9]2[C:14]=1[CH:6]([CH3:5])[CH2:7][NH:8]2, predict the reactants needed to synthesize it. The reactants are: C([BH3-])#N.[Na+].[CH3:5][C:6]1[C:14]2[C:13]([OH:15])=[CH:12][CH:11]=[CH:10][C:9]=2[NH:8][CH:7]=1.O. (5) Given the product [C@@H:6]1([O:24][C:25]2[C:29]([CH2:30][C:31]3[CH:36]=[CH:35][C:34]([O:37][CH2:38][CH2:39][CH2:40][C:41](=[O:49])[NH:42][C:43]([C:46]([N:60]4[CH2:61][CH2:62][N:57]([CH2:56][CH2:55][OH:54])[CH2:58][CH2:59]4)=[O:48])([CH3:44])[CH3:45])=[CH:33][C:32]=3[CH3:50])=[C:28]([CH:51]([CH3:52])[CH3:53])[NH:27][N:26]=2)[O:7][C@H:8]([CH2:19][OH:20])[C@H:9]([OH:15])[C@H:10]([OH:11])[C@H:5]1[OH:4], predict the reactants needed to synthesize it. The reactants are: C([O:4][C@@H:5]1[C@@H:10]([O:11]C(=O)C)[C@@H:9]([O:15]C(=O)C)[C@@H:8]([CH2:19][O:20]C(=O)C)[O:7][C@H:6]1[O:24][C:25]1[C:29]([CH2:30][C:31]2[CH:36]=[CH:35][C:34]([O:37][CH2:38][CH2:39][CH2:40][C:41](=[O:49])[NH:42][C:43]([C:46]([OH:48])=O)([CH3:45])[CH3:44])=[CH:33][C:32]=2[CH3:50])=[C:28]([CH:51]([CH3:53])[CH3:52])[NH:27][N:26]=1)(=O)C.[OH:54][CH2:55][CH2:56][N:57]1[CH2:62][CH2:61][NH:60][CH2:59][CH2:58]1.NC(C)(C)C(N)=O. (6) Given the product [Cl:1][C:2]1[C:3]([NH:13][C:14]2[CH:19]=[N:18][CH:17]=[C:16]([C:20]3[CH:21]=[CH:22][C:23]([OH:26])=[CH:24][CH:25]=3)[N:15]=2)=[CH:4][C:5]([O:11][CH3:12])=[C:6]([CH:10]=1)[C:7]([N:28]([CH3:27])[CH:29]1[CH2:33][CH2:32][N:31]([CH3:34])[CH2:30]1)=[O:9], predict the reactants needed to synthesize it. The reactants are: [Cl:1][C:2]1[C:3]([NH:13][C:14]2[CH:19]=[N:18][CH:17]=[C:16]([C:20]3[CH:25]=[CH:24][C:23]([OH:26])=[CH:22][CH:21]=3)[N:15]=2)=[CH:4][C:5]([O:11][CH3:12])=[C:6]([CH:10]=1)[C:7]([OH:9])=O.[CH3:27][NH:28][CH:29]1[CH2:33][CH2:32][N:31]([CH3:34])[CH2:30]1.C(N(CC)CC)C.CN(C(ON1N=NC2C=CC=CC1=2)=[N+](C)C)C.[B-](F)(F)(F)F. (7) Given the product [CH2:1]([O:3][C:4]([C:6]1[N:7]([CH3:18])[N:8]=[C:9]([C:11]2[CH:12]=[CH:13][C:14]([Cl:17])=[CH:15][CH:16]=2)[CH:10]=1)=[O:5])[CH3:2].[CH2:1]([O:3][C:4]([C:6]1[CH:10]=[C:9]([C:11]2[CH:12]=[CH:13][C:14]([Cl:17])=[CH:15][CH:16]=2)[N:8]([CH3:18])[N:7]=1)=[O:5])[CH3:2], predict the reactants needed to synthesize it. The reactants are: [CH2:1]([O:3][C:4]([C:6]1[CH:10]=[C:9]([C:11]2[CH:16]=[CH:15][C:14]([Cl:17])=[CH:13][CH:12]=2)[NH:8][N:7]=1)=[O:5])[CH3:2].[CH3:18]I.[OH-].[K+].